Dataset: Experimentally validated miRNA-target interactions with 360,000+ pairs, plus equal number of negative samples. Task: Binary Classification. Given a miRNA mature sequence and a target amino acid sequence, predict their likelihood of interaction. (1) The miRNA is mmu-miR-466p-3p with sequence AUACAUACACGCACACAUAAGA. The protein sequence of the target gene is MAWFRPPPPHTQLRPWVPDAIFIPISRAVERVGVFFYNRVLNKTEVGLFDKRWNKNVHGPYCHWRYYGKLDTKFMDVKLGDLPAWMARREKTPSAFYNEFMRNIWRVHNLYYSGPVYNNTVKVIFRFIFAYSFLNWLVKSHRYVDFQKTMYHW. Result: 0 (no interaction). (2) The miRNA is cel-miR-72-5p with sequence AGGCAAGAUGUUGGCAUAGCUGA. The protein sequence of the target gene is MERHQPRLHHPAQGSAAGTPYPSSASLRGCRESKMPRRKGPQHPPPPSGPEEPGEKRPKFHLNIRTLTDDMLDKFASIRIPGSKKERPPLPNLKTAFASSDCSAAPLEMMENFPKPLSENELLELFEKMMEDMNLNEDKKAPLREKDFSIKKEMVMQYINTASKTGSLKRSRQISPQEFIHELKMGSADERLVTCLESLRVSLTSNPVSWVESFGHEGLGLLLDILEKLISGKIQEKVVKKNQHKVIQCLKALMNTQYGLERIMSEERSLSLLAKAVDPRHPNMMTDVVKLLSAVCIVGE.... Result: 0 (no interaction). (3) The miRNA is hsa-miR-8078 with sequence GGUCUAGGCCCGGUGAGAGACUC. The protein sequence of the target gene is MDCNMVSSSQWDWEHLIMSNPSRTEDDSKQLPTEWEIEKGEGIESIVPHFSGLERVSSGSATSFWHTAVSKSSQSTSINSSSPEAKRCKLASESSPGDSCSNIDFVQVKAPTALEVSVASAESDLCLKLGKRTYSEEYWGRNNNEISAVSMKLLTPSVVAGKSKLCGQSMPVPRCQIDGCELDLSSAKGYHRKHKVCEKHSKCPKVSVSGLERRFCQQCSRFHAVSEFDEKKRSCRKRLSHHNARRRKPQGVFSMNPERVYDRRQHTNMLWNGVSLNARSEEMYEWGNNTYDTKPRQTEK.... Result: 0 (no interaction). (4) The miRNA is mmu-miR-694 with sequence CUGAAAAUGUUGCCUGAAG. The protein sequence of the target gene is MTNPWEEKVCKMAQTSLLQGKQFYCREWVFHKLQHCLQEKSNCCNSAVNAPSLVMNSGNNASGVSGKGAAWGVLLVGGPGSGKTALCTELLWPSSPASLQRGLHRQALAFHFCKAQDSDTLCVGGFIRGLVAQICRSGLLQGYEDKLRDPAVQSLLQPGECERNPAEAFKRCVLLPLLGMKPPQQSLYLLVDSVDEGCNITEGEQTSTSLSGTVAALLAGHHEFFPPWLLLLCSARKQSKAVTKMFTGFRKISLDDLRKAYIVKDVQQYILHRLDQEEALRQHLTKETAEMLNQLHIKSS.... Result: 0 (no interaction). (5) The miRNA is mmu-miR-291a-5p with sequence CAUCAAAGUGGAGGCCCUCUCU. The protein sequence of the target gene is MAAPGARGASLSGLLPAQTSLEYALLDAVTQQEKDELVYQYLQKVDGWEQDLAVPEFPEGLEWLNTEEPLSIYKDLCGKVVVLDFFTYCCINCIHVLPDLHALERRFSDKDGLLIVGVHSAKFPNEKVLDNIKSAVLRYNITHPVVNDADASLWQELEVSCWPTLVILGPRGNLLFSLIGEGHRDKLFSYTSIALKYYKDRGQIRDGKIGIKLFKESLPPSPLLFPGKVAVDHATGRLVVADTGHHRILVIQKNGRIQSSIGGPNPGRKDGMFSESSFNSPQGVAIADNVIYVADTENHL.... Result: 0 (no interaction). (6) The miRNA is hsa-miR-511-5p with sequence GUGUCUUUUGCUCUGCAGUCA. The protein sequence of the target gene is MEAERRRQAEKPKKGRVGSNLLPERHPATGTPTTTVDSSAPPCRRLPGAGGGRSRFSPQGGQRGRPHSRRRHRTTFSPVQLEQLESAFGRNQYPDIWARESLARDTGLSEARIQVWFQNRRAKQRKQERSLLQPLAHLSPAAFSSFLPESTACPYSYAAPPPPVTCFPHPYSHALPSQPSTGGAFALSHQSEDWYPTLHPAPAGHLPCPPPPPMLPLSLEPSKSWN. Result: 1 (interaction). (7) The miRNA is hsa-miR-3127-3p with sequence UCCCCUUCUGCAGGCCUGCUGG. The protein sequence of the target gene is MEQPTSSINGEKRKSPCESNNENDEMQETPNRDLAPEPSLKKMKTSEYSTVLAFCYRKAKKIHSNQLENDQS. Result: 0 (no interaction).